Dataset: Forward reaction prediction with 1.9M reactions from USPTO patents (1976-2016). Task: Predict the product of the given reaction. (1) Given the reactants Br[CH2:2][C:3]([C:5]1[CH:6]=[N:7][N:8]([CH2:10][C:11]2[CH:16]=[CH:15][C:14]([O:17][CH3:18])=[CH:13][CH:12]=2)[CH:9]=1)=O.[CH3:19][C:20]1[CH:25]=[CH:24][N:23]=[C:22]([NH:26][C:27]([NH2:29])=[S:28])[N:21]=1, predict the reaction product. The product is: [CH3:18][O:17][C:14]1[CH:15]=[CH:16][C:11]([CH2:10][N:8]2[CH:9]=[C:5]([C:3]3[N:29]=[C:27]([NH:26][C:22]4[N:21]=[C:20]([CH3:19])[CH:25]=[CH:24][N:23]=4)[S:28][CH:2]=3)[CH:6]=[N:7]2)=[CH:12][CH:13]=1. (2) Given the reactants [OH:1][N:2]=[CH:3][C:4](=[N:11][NH:12][C:13](=[O:20])[C:14]1[CH:19]=[CH:18][CH:17]=[CH:16][CH:15]=1)[C:5]1[CH:10]=[CH:9][CH:8]=[CH:7][CH:6]=1.[OH-].[K+].[CH2:23](Br)[CH3:24].O, predict the reaction product. The product is: [CH2:23]([O:1][N:2]=[CH:3][C:4](=[N:11][NH:12][C:13](=[O:20])[C:14]1[CH:19]=[CH:18][CH:17]=[CH:16][CH:15]=1)[C:5]1[CH:10]=[CH:9][CH:8]=[CH:7][CH:6]=1)[CH3:24]. (3) Given the reactants [OH:1][C:2]1[CH:7]=[CH:6][C:5](B(O)O)=[C:4]([CH3:11])[CH:3]=1.I[C:13]1[C:21]2[C:16](=[N:17][CH:18]=[N:19][C:20]=2[NH2:22])[N:15]([CH:23]([CH3:25])[CH3:24])[N:14]=1.C([O-])([O-])=O.[Na+].[Na+], predict the reaction product. The product is: [NH2:22][C:20]1[N:19]=[CH:18][N:17]=[C:16]2[N:15]([CH:23]([CH3:25])[CH3:24])[N:14]=[C:13]([C:5]3[CH:6]=[CH:7][C:2]([OH:1])=[CH:3][C:4]=3[CH3:11])[C:21]=12.